Task: Predict which catalyst facilitates the given reaction.. Dataset: Catalyst prediction with 721,799 reactions and 888 catalyst types from USPTO (1) Reactant: [Br:1][C:2]1[S:6][C:5]([CH2:7]Br)=[N:4][C:3]=1[C:9]1[CH:14]=[CH:13][C:12]([O:15][CH3:16])=[CH:11][CH:10]=1.C1C(=O)N(Br)C(=O)C1.CC(N=NC(C#N)(C)C)(C#N)C. Product: [Br:1][C:2]1[S:6][C:5]([CH3:7])=[N:4][C:3]=1[C:9]1[CH:14]=[CH:13][C:12]([O:15][CH3:16])=[CH:11][CH:10]=1. The catalyst class is: 53. (2) Reactant: [CH3:1][NH:2][CH2:3][CH2:4][CH3:5].[CH3:6][O:7][C:8](=[O:19])[C:9]1[CH:17]=[C:16]([Br:18])[CH:15]=[C:11]([C:12]([OH:14])=O)[CH:10]=1.BrC1C=C(C(O)=O)C=C(C=1)C(O)=O.ON1C2C=CC=CC=2N=N1.Cl.CN(C)CCCN=C=NCC.[Cl-].[NH4+].Cl. Product: [CH3:6][O:7][C:8](=[O:19])[C:9]1[CH:17]=[C:16]([Br:18])[CH:15]=[C:11]([C:12]([N:2]([CH3:1])[CH2:3][CH2:4][CH3:5])=[O:14])[CH:10]=1. The catalyst class is: 4.